This data is from Full USPTO retrosynthesis dataset with 1.9M reactions from patents (1976-2016). The task is: Predict the reactants needed to synthesize the given product. Given the product [CH:4]1[C:5]2[C:6]3[C:7]([C:8]4[CH:9]=[CH:10][CH:11]=[N:12][C:13]=4[C:14]=2[N:1]=[CH:2][CH:3]=1)=[N:24][C:17]1[C:18](=[CH:19][CH:20]=[CH:21][CH:22]=1)[N:23]=3, predict the reactants needed to synthesize it. The reactants are: [N:1]1[C:14]2[C:13]3[C:8](=[CH:9][CH:10]=[CH:11][N:12]=3)[C:7](=O)[C:6](=O)[C:5]=2[CH:4]=[CH:3][CH:2]=1.[C:17]1([NH2:24])[CH:22]=[CH:21][CH:20]=[CH:19][C:18]=1[NH2:23].